Dataset: Forward reaction prediction with 1.9M reactions from USPTO patents (1976-2016). Task: Predict the product of the given reaction. (1) Given the reactants [NH2:1][C:2]1[C:7]([CH2:8][CH3:9])=[CH:6][CH:5]=[CH:4][N:3]=1.CN(C=O)C.[Cl:15]N1C(=O)CCC1=O, predict the reaction product. The product is: [NH2:1][C:2]1[C:7]([CH2:8][CH3:9])=[CH:6][C:5]([Cl:15])=[CH:4][N:3]=1. (2) Given the reactants C([O:5][C:6](=[O:27])[CH2:7][NH:8][C:9]([C:11]1[C:16](=[O:17])[N:15]([CH3:18])[C:14]2[C:19]([CH3:25])=[C:20]([C:22]([OH:24])=[O:23])[S:21][C:13]=2[C:12]=1[OH:26])=[O:10])(C)(C)C.BrC1SC2C(O)=C(C(NCC(OC(C)(C)C)=O)=O)C(=O)N(C)C=2C=1C.[C]=O, predict the reaction product. The product is: [C:6]([CH2:7][NH:8][C:9]([C:11]1[C:16](=[O:17])[N:15]([CH3:18])[C:14]2[C:19]([CH3:25])=[C:20]([C:22]([OH:24])=[O:23])[S:21][C:13]=2[C:12]=1[OH:26])=[O:10])([OH:27])=[O:5]. (3) Given the reactants [NH2:1][CH2:2][C:3]1[C:10]([CH3:11])=[CH:9][C:6]([CH2:7][OH:8])=[CH:5][C:4]=1[CH3:12].C(=O)([O-])[O-].[K+].[K+].[C:19](Cl)(=[O:21])[CH3:20], predict the reaction product. The product is: [OH:8][CH2:7][C:6]1[CH:9]=[C:10]([CH3:11])[C:3]([CH2:2][NH:1][C:19](=[O:21])[CH3:20])=[C:4]([CH3:12])[CH:5]=1.